From a dataset of Full USPTO retrosynthesis dataset with 1.9M reactions from patents (1976-2016). Predict the reactants needed to synthesize the given product. The reactants are: [Li]CCCC.[Si:6]([O:13][CH2:14][CH2:15][O:16][CH2:17][C:18]1[S:19][CH:20]=[CH:21][N:22]=1)([C:9]([CH3:12])([CH3:11])[CH3:10])([CH3:8])[CH3:7].[CH3:23][O:24][C:25]([C:27]1[CH:28]2[N:43]([C:44]([O:46][C:47]([CH3:50])([CH3:49])[CH3:48])=[O:45])[CH:32]([CH2:33][C:34]=1OS(C(F)(F)F)(=O)=O)[CH2:31][N:30]([C:51]([O:53][C:54]([CH3:57])([CH3:56])[CH3:55])=[O:52])[CH2:29]2)=[O:26]. Given the product [CH3:23][O:24][C:25]([C:27]1[CH:28]2[N:43]([C:44]([O:46][C:47]([CH3:50])([CH3:48])[CH3:49])=[O:45])[CH:32]([CH2:33][C:34]=1[C:20]1[S:19][C:18]([CH2:17][O:16][CH2:15][CH2:14][O:13][Si:6]([C:9]([CH3:12])([CH3:10])[CH3:11])([CH3:7])[CH3:8])=[N:22][CH:21]=1)[CH2:31][N:30]([C:51]([O:53][C:54]([CH3:57])([CH3:56])[CH3:55])=[O:52])[CH2:29]2)=[O:26], predict the reactants needed to synthesize it.